Dataset: Full USPTO retrosynthesis dataset with 1.9M reactions from patents (1976-2016). Task: Predict the reactants needed to synthesize the given product. Given the product [CH3:1][N:2]1[CH2:7][CH2:6][N:5]([CH2:8][C:9]2[CH:14]=[CH:13][C:12]([NH2:15])=[CH:11][C:10]=2[C:18]([F:21])([F:19])[F:20])[CH2:4][CH2:3]1, predict the reactants needed to synthesize it. The reactants are: [CH3:1][N:2]1[CH2:7][CH2:6][N:5]([CH2:8][C:9]2[CH:14]=[CH:13][C:12]([N+:15]([O-])=O)=[CH:11][C:10]=2[C:18]([F:21])([F:20])[F:19])[CH2:4][CH2:3]1.S(S([O-])=O)([O-])=O.[Na+].[Na+].